Dataset: Experimentally validated miRNA-target interactions with 360,000+ pairs, plus equal number of negative samples. Task: Binary Classification. Given a miRNA mature sequence and a target amino acid sequence, predict their likelihood of interaction. (1) The miRNA is hsa-miR-3671 with sequence AUCAAAUAAGGACUAGUCUGCA. The protein sequence of the target gene is MGNSCYNIVATLLLVLNFERTRSLQDPCSNCPAGTFCDNNRNQICSPCPPNSFSSAGGQRTCDICRQCKGVFRTRKECSSTSNAECDCTPGFHCLGAGCSMCEQDCKQGQELTKKGCKDCCFGTFNDQKRGICRPWTNCSLDGKSVLVNGTKERDVVCGPSPADLSPGASSVTPPAPAREPGHSPQIISFFLALTSTALLFLLFFLTLRFSVVKRGRKKLLYIFKQPFMRPVQTTQEEDGCSCRFPEEEEGGCEL. Result: 1 (interaction). (2) The miRNA is hsa-miR-224-5p with sequence UCAAGUCACUAGUGGUUCCGUUUAG. The protein sequence of the target gene is MMYAPVEFSQTAYPRIEYQRRQQQFWDPIRLALFTLAIVAIVGITIGIVTHFVVEDDKSFYYLASFQVTSIKYRENYGIRSSREFIERSHQIERMMSRIFRRSSGVGRFIKSHVIKISPDEQGVNILIVLMFRYPSTDSAERIKKRIERTFYQSLKIKQLPLTISMPSFSLTPIDSKKMRNLLNSRCGIRMSSSNIPLPASSSTERIVQGRETAMEGEWPWQASLQLIGAGHQCGATLISNTWLLTAAHCFWKNRDPTKWIVTFGTTITPPLVKRSVGKIIIHEEYHRDTNENDIALAQL.... Result: 0 (no interaction).